This data is from Full USPTO retrosynthesis dataset with 1.9M reactions from patents (1976-2016). The task is: Predict the reactants needed to synthesize the given product. Given the product [I:1][C:2]1[C:3](=[O:11])[N:4]([CH3:14])[CH:5]=[C:6]([N+:8]([O-:10])=[O:9])[CH:7]=1, predict the reactants needed to synthesize it. The reactants are: [I:1][C:2]1[C:3]([OH:11])=[N:4][CH:5]=[C:6]([N+:8]([O-:10])=[O:9])[CH:7]=1.[H-].[Na+].[CH3:14]I.O.